From a dataset of Full USPTO retrosynthesis dataset with 1.9M reactions from patents (1976-2016). Predict the reactants needed to synthesize the given product. (1) Given the product [CH2:18]([O:17][C:12]1[CH:13]=[C:14]2[C:9](=[CH:10][CH:11]=1)[N:8]=[C:7]([C@:5]1([CH3:6])[CH2:4][O:3][C:1](=[O:25])[NH:2]1)[N:16]=[CH:15]2)[CH2:19][CH2:20][CH2:21][CH2:22][CH2:23][CH3:24].[C:1](=[O:25])([O:3][CH2:4][C@H:5]([C:7]1[N:16]=[CH:15][C:14]2[C:9](=[CH:10][CH:11]=[C:12]([O:17][CH2:18][CH2:19][CH2:20][CH2:21][CH2:22][CH2:23][CH3:24])[CH:13]=2)[N:8]=1)[CH3:6])[NH2:2], predict the reactants needed to synthesize it. The reactants are: [C:1](=[O:25])([O:3][CH2:4][C@H:5]([C:7]1[N:16]=[CH:15][C:14]2[C:9](=[CH:10][CH:11]=[C:12]([O:17][CH2:18][CH2:19][CH2:20][CH2:21][CH2:22][CH2:23][CH3:24])[CH:13]=2)[N:8]=1)[CH3:6])[NH2:2].C1(C)C=CC=CC=1.[O-2].[Mg+2].C(O)(=O)C.C(O)(=O)C.IC1C=CC=CC=1. (2) Given the product [Cl:16][CH2:17][CH2:18][C:19]([C:21]1[CH:26]=[CH:25][CH:24]=[CH:23][CH:22]=1)([OH:20])[CH2:4][C:3]([CH3:5])=[CH2:2], predict the reactants needed to synthesize it. The reactants are: [Mg].[CH3:2][CH:3]([CH2:5][AlH][CH2:2][CH:3]([CH3:5])[CH3:4])[CH3:4].ClCC(C)=C.[Cl:16][CH2:17][CH2:18][C:19]([C:21]1[CH:26]=[CH:25][CH:24]=[CH:23][CH:22]=1)=[O:20].Cl. (3) Given the product [CH:23]1([C:2]2[CH:7]=[C:6]([CH2:8][OH:9])[C:5]([O:12][CH:13]([CH3:14])[CH3:15])=[CH:4][C:3]=2[C:16]2[CH:17]=[CH:18][C:19]([F:22])=[CH:20][CH:21]=2)[CH2:25][CH2:24]1, predict the reactants needed to synthesize it. The reactants are: Br[C:2]1[CH:7]=[C:6]([C:8](OC)=[O:9])[C:5]([O:12][CH:13]([CH3:15])[CH3:14])=[CH:4][C:3]=1[C:16]1[CH:21]=[CH:20][C:19]([F:22])=[CH:18][CH:17]=1.[CH:23]1(B(O)O)[CH2:25][CH2:24]1.C1(P(C2CCCCC2)C2C=CC=CC=2C2C(OC)=CC=CC=2OC)CCCCC1.C(=O)([O-])[O-].[Na+].[Na+]. (4) Given the product [N:1]([C:4]1[CH:5]=[CH:6][C:7]([C:8]([NH:37][CH2:36][CH2:35][C:28]2[CH:29]=[CH:30][C:31]([O:33][CH3:34])=[CH:32][C:27]=2[F:26])=[O:10])=[CH:11][CH:12]=1)=[N+:2]=[N-:3], predict the reactants needed to synthesize it. The reactants are: [N:1]([C:4]1[CH:12]=[CH:11][C:7]([C:8]([OH:10])=O)=[CH:6][CH:5]=1)=[N+:2]=[N-:3].C(Cl)CCl.CCN(C(C)C)C(C)C.[F:26][C:27]1[CH:32]=[C:31]([O:33][CH3:34])[CH:30]=[CH:29][C:28]=1[CH2:35][CH2:36][NH2:37]. (5) The reactants are: [C:1]1([S:7]([C:10]2[CH:18]=[C:17]([F:19])[C:16]3[N:15]([CH3:20])[C:14]4[CH2:21][CH:22]5[NH:26][CH:25]([C:13]=4[C:12]=3[C:11]=2C(OC(C)(C)C)=O)[CH2:24][CH2:23]5)(=[O:9])=[O:8])[CH:6]=[CH:5][CH:4]=[CH:3][CH:2]=1.[ClH:34]. Given the product [ClH:34].[C:1]1([S:7]([C:10]2[CH:11]=[C:12]3[C:16](=[C:17]([F:19])[CH:18]=2)[N:15]([CH3:20])[C:14]2[CH2:21][CH:22]4[NH:26][CH:25]([C:13]3=2)[CH2:24][CH2:23]4)(=[O:9])=[O:8])[CH:2]=[CH:3][CH:4]=[CH:5][CH:6]=1, predict the reactants needed to synthesize it. (6) Given the product [F:18][C:15]1[CH:16]=[CH:17][C:12]([O:10][C:3]2[C:4]([O:8][CH3:9])=[CH:5][CH:6]=[CH:7][C:2]=2[F:1])=[C:13]([N+:19]([O-:21])=[O:20])[CH:14]=1.[F:22][C:23]1[CH:24]=[CH:25][C:26]([O:30][C:31]2[C:36]([O:37][CH3:38])=[CH:35][CH:34]=[CH:33][C:32]=2[F:39])=[C:27]([NH:28][C:3]([NH:40][C:41]2[S:42][CH:43]=[CH:44][N:45]=2)=[O:10])[CH:29]=1, predict the reactants needed to synthesize it. The reactants are: [F:1][C:2]1[CH:7]=[CH:6][CH:5]=[C:4]([O:8][CH3:9])[C:3]=1[OH:10].F[C:12]1[CH:17]=[CH:16][C:15]([F:18])=[CH:14][C:13]=1[N+:19]([O-:21])=[O:20].[F:22][C:23]1[CH:24]=[CH:25][C:26]([O:30][C:31]2[C:36]([O:37][CH3:38])=[CH:35][CH:34]=[CH:33][C:32]=2[F:39])=[C:27]([CH:29]=1)[NH2:28].[NH2:40][C:41]1[S:42][CH:43]=[CH:44][N:45]=1. (7) Given the product [OH:12][C:5]1[CH:4]=[CH:3][C:2]([NH:1][S:20]([CH3:19])(=[O:22])=[O:21])=[CH:11][C:6]=1[C:7]([O:9][CH3:10])=[O:8], predict the reactants needed to synthesize it. The reactants are: [NH2:1][C:2]1[CH:3]=[CH:4][C:5]([OH:12])=[C:6]([CH:11]=1)[C:7]([O:9][CH3:10])=[O:8].N1C=CC=CC=1.[CH3:19][S:20](Cl)(=[O:22])=[O:21].Cl. (8) Given the product [CH:21]1([C:19]([N:5]2[C:4]3[C:9](=[CH:10][CH:11]=[C:2]([C:35]4[CH:34]=[N:33][N:32]([CH:49]5[CH2:48][CH2:38]5)[CH:36]=4)[CH:3]=3)[NH:8][C@@H:7]([CH3:18])[CH2:6]2)=[O:20])[CH2:22][CH2:23]1, predict the reactants needed to synthesize it. The reactants are: Br[C:2]1[CH:3]=[C:4]2[C:9](=[CH:10][CH:11]=1)[N:8](C(=O)C(F)(F)F)[C@@H:7]([CH3:18])[CH2:6][N:5]2[C:19]([CH:21]1[CH2:23][CH2:22]1)=[O:20].CC1(C)C(C)(C)OB([N:32]2[CH:36]=[CH:35][CH:34]=[N:33]2)O1.[C:38](=O)([O-])[O-].[Cs+].[Cs+].O1[CH2:49][CH2:48]OCC1. (9) Given the product [Br:1][C:2]1[CH:3]=[N:4][C:5]2[N:6]([N:8]=[C:9]([C:11]([N:16]3[CH2:17][CH2:18][C:19]4[C:24](=[C:23]([C:25]5[N:26]=[N:27][NH:28][N:29]=5)[CH:22]=[CH:21][CH:20]=4)[CH:15]3[CH3:14])=[O:13])[CH:10]=2)[CH:7]=1, predict the reactants needed to synthesize it. The reactants are: [Br:1][C:2]1[CH:3]=[N:4][C:5]2[N:6]([N:8]=[C:9]([C:11]([OH:13])=O)[CH:10]=2)[CH:7]=1.[CH3:14][CH:15]1[C:24]2[C:19](=[CH:20][CH:21]=[CH:22][C:23]=2[C:25]2[N:26]=[N:27][NH:28][N:29]=2)[CH2:18][CH2:17][NH:16]1.